This data is from Forward reaction prediction with 1.9M reactions from USPTO patents (1976-2016). The task is: Predict the product of the given reaction. (1) Given the reactants [Br:1][C:2]1[C:3]2[N:4]([C:16](=[O:19])[NH:17][N:18]=2)[C:5]([CH3:15])=[CH:6][C:7]=1[C:8]1[CH:13]=[CH:12][C:11]([Cl:14])=[CH:10][CH:9]=1.Cl[CH2:21][C:22]1[C:23]([CH3:32])=[N:24][C:25]([C:28]([F:31])([F:30])[F:29])=[CH:26][CH:27]=1.C(=O)([O-])[O-].[K+].[K+], predict the reaction product. The product is: [Br:1][C:2]1[C:3]2[N:4]([C:16](=[O:19])[N:17]([CH2:21][C:22]3[C:23]([CH3:32])=[N:24][C:25]([C:28]([F:31])([F:29])[F:30])=[CH:26][CH:27]=3)[N:18]=2)[C:5]([CH3:15])=[CH:6][C:7]=1[C:8]1[CH:9]=[CH:10][C:11]([Cl:14])=[CH:12][CH:13]=1. (2) Given the reactants [N:1]([CH2:4][C@H:5]([NH2:13])[CH2:6][C:7]1[CH:12]=[CH:11][CH:10]=[CH:9][CH:8]=1)=[N+]=[N-], predict the reaction product. The product is: [NH2:1][CH2:4][C@H:5]([NH2:13])[CH2:6][C:7]1[CH:8]=[CH:9][CH:10]=[CH:11][CH:12]=1. (3) Given the reactants [Cl:1][C:2]1[CH:7]=[CH:6][C:5]([Cl:8])=[CH:4][N:3]=1.C([Li])CCC.CN(C)CCN(C)CCN(C)C.[OH2:26].C1[CH2:31][O:30]CC1, predict the reaction product. The product is: [Cl:1][C:2]1[CH:7]=[C:6]([C:31]([OH:30])=[O:26])[C:5]([Cl:8])=[CH:4][N:3]=1.